From a dataset of Reaction yield outcomes from USPTO patents with 853,638 reactions. Predict the reaction yield, written as a fraction of the theoretical maximum amount of product (1.0 means a 100% yield; for example, 0.34 means a 34% yield). The reactants are CC[C:3](O)=[S:4].[C:6]([C:13]1NC=CN=1)(C1NC=CN=1)=[O:7].[NH2:18][CH:19]1[CH:24]2[CH:20]1[CH2:21][N:22]([C:25]1[N:49]=[CH:48][C:28]3[N:29]=[CH:30][N:31]=[C:32]([NH:33][C:34]4[CH:39]=[CH:38][C:37]([O:40][C:41]5[CH:42]=[N:43][CH:44]=[CH:45][CH:46]=5)=[C:36]([CH3:47])[CH:35]=4)[C:27]=3[CH:26]=1)[CH2:23]2. The catalyst is C(Cl)Cl. The product is [CH3:47][C:36]1[CH:35]=[C:34]([NH:33][C:32]2[C:27]3[CH:26]=[C:25]([N:22]4[CH2:21][CH:20]5[CH:24]([CH:19]5[NH:18][C:6](=[O:7])[CH2:13][S:4][CH3:3])[CH2:23]4)[N:49]=[CH:48][C:28]=3[N:29]=[CH:30][N:31]=2)[CH:39]=[CH:38][C:37]=1[O:40][C:41]1[CH:42]=[N:43][CH:44]=[CH:45][CH:46]=1. The yield is 0.620.